Predict which catalyst facilitates the given reaction. From a dataset of Catalyst prediction with 721,799 reactions and 888 catalyst types from USPTO. (1) Product: [CH3:2][C:1]1([C:4]2[CH:5]=[C:6]([CH:9]=[CH:10][CH:11]=2)[C:7]#[N:8])[O:14][CH2:13][CH2:12][O:3]1. Reactant: [C:1]([C:4]1[CH:5]=[C:6]([CH:9]=[CH:10][CH:11]=1)[C:7]#[N:8])(=[O:3])[CH3:2].[CH2:12](O)[CH2:13][OH:14].CC1C=CC(S(O)(=O)=O)=CC=1. The catalyst class is: 250. (2) Reactant: [Br:1]C1C=C2C(C=C(C(O)=O)N2)=CC=1.[Br:14][CH2:15][C:16]1[CH:17]=[C:18]([CH:23]=[CH:24][CH:25]=1)[C:19]([O:21][CH3:22])=[O:20]. Product: [Br:1][C:25]1[CH:24]=[CH:23][C:18]([C:19]([O:21][CH3:22])=[O:20])=[CH:17][C:16]=1[CH2:15][Br:14]. The catalyst class is: 49. (3) Reactant: Cl[C:2]1[N:7]=[CH:6][C:5]([C:8]2([OH:11])[CH2:10][CH2:9]2)=[CH:4][CH:3]=1.C(=[NH:25])(C1C=CC=CC=1)C1C=CC=CC=1.CC1(C)C2C(=C(P(C3C=CC=CC=3)C3C=CC=CC=3)C=CC=2)OC2C(P(C3C=CC=CC=3)C3C=CC=CC=3)=CC=CC1=2.C(=O)([O-])[O-].[Cs+].[Cs+]. Product: [NH2:25][C:2]1[N:7]=[CH:6][C:5]([C:8]2([OH:11])[CH2:10][CH2:9]2)=[CH:4][CH:3]=1. The catalyst class is: 443. (4) The catalyst class is: 4. Reactant: [NH2:1][C:2](=O)[CH2:3][N:4]1[CH:9]([NH:10]S(C2C=CC(C)=CC=2)(=O)=O)[CH:8]=[CH:7][C:6]([O:21][C:22]2[CH:23]=[CH:24][C:25]([CH3:38])=[C:26]([NH:28][C:29]([C:31]3[N:35]([CH3:36])[N:34]=[C:33]([CH3:37])[CH:32]=3)=[O:30])[CH:27]=2)=[CH:5]1.FC(F)(F)C(OC(=O)C(F)(F)F)=O. Product: [NH2:1][C:2]1[N:10]=[C:9]2[CH:8]=[CH:7][C:6]([O:21][C:22]3[CH:23]=[CH:24][C:25]([CH3:38])=[C:26]([NH:28][C:29]([C:31]4[N:35]([CH3:36])[N:34]=[C:33]([CH3:37])[CH:32]=4)=[O:30])[CH:27]=3)=[CH:5][N:4]2[CH:3]=1. (5) Reactant: [CH2:1]([O:3][C:4](=[O:10])[CH:5]([Cl:9])C(=O)C)[CH3:2].C([O-])(=O)C.[Na+].[Br:16][C:17]1[CH:18]=[CH:19][C:20]([O:24][CH2:25][CH2:26][C:27]#[CH:28])=[C:21]([NH2:23])[CH:22]=1.[N:29]([O-])=O.[Na+]. Product: [CH2:1]([O:3][C:4](=[O:10])[C:5]([Cl:9])=[N:29][NH:23][C:21]1[CH:22]=[C:17]([Br:16])[CH:18]=[CH:19][C:20]=1[O:24][CH2:25][CH2:26][C:27]#[CH:28])[CH3:2]. The catalyst class is: 126. (6) Reactant: [NH2:1][C:2]1[C:7]([C:8]([OH:10])=[O:9])=[CH:6][C:5]([Br:11])=[CH:4][N:3]=1.[CH3:12]CN(CC)CC.COS(OC)(=O)=O. Product: [NH2:1][C:2]1[C:7]([C:8]([O:10][CH3:12])=[O:9])=[CH:6][C:5]([Br:11])=[CH:4][N:3]=1. The catalyst class is: 1. (7) Reactant: [NH:1]1[C:5]2[CH:6]=[CH:7][C:8]([S:10](CNC(=O)OCC3C=CC=CC=3)(=[O:12])=[O:11])=[CH:9][C:4]=2[N:3]=[CH:2]1.Cl[C:26]1[CH:31]=[C:30]([Cl:32])[N:29]=[CH:28][N:27]=1.C[CH2:34][N:35](CC)CC.CCOC(C)=O. Product: [Cl:32][C:30]1[N:29]=[CH:28][N:27]=[C:26]([N:3]2[C:4]3[CH:9]=[C:8]([S:10]([NH:35][CH3:34])(=[O:11])=[O:12])[CH:7]=[CH:6][C:5]=3[N:1]=[CH:2]2)[CH:31]=1. The catalyst class is: 18. (8) Reactant: [C:1]([N:8]1[CH2:16][C@H:14]([OH:15])[CH2:13][C@H:9]1[C:10]([OH:12])=O)([O:3][C:4]([CH3:7])([CH3:6])[CH3:5])=[O:2].CN1CCOCC1.C(Cl)(=O)C(C)(C)C.[CH2:31]([O:33][C:34]([C@@:36]1([NH2:41])[CH2:38][C@H:37]1[CH:39]=[CH2:40])=[O:35])[CH3:32]. Product: [C:4]([O:3][C:1]([N:8]1[CH2:16][C@H:14]([OH:15])[CH2:13][C@H:9]1[C:10](=[O:12])[NH:41][C@:36]1([C:34]([O:33][CH2:31][CH3:32])=[O:35])[CH2:38][C@H:37]1[CH:39]=[CH2:40])=[O:2])([CH3:5])([CH3:6])[CH3:7]. The catalyst class is: 25. (9) Reactant: [CH3:1][C:2]([C@@H:17]1[CH2:22][CH2:21][N:20](C(OC(C)(C)C)=O)[C:19](=[O:30])[CH2:18]1)([S:4]([C:7]1[CH:12]=[CH:11][CH:10]=[C:9]([C:13]([F:16])([F:15])[F:14])[CH:8]=1)(=[O:6])=[O:5])[CH3:3].C(O)(C(F)(F)F)=O. Product: [CH3:3][C:2]([C@@H:17]1[CH2:22][CH2:21][NH:20][C:19](=[O:30])[CH2:18]1)([S:4]([C:7]1[CH:12]=[CH:11][CH:10]=[C:9]([C:13]([F:15])([F:14])[F:16])[CH:8]=1)(=[O:5])=[O:6])[CH3:1]. The catalyst class is: 4.